Task: Predict the product of the given reaction.. Dataset: Forward reaction prediction with 1.9M reactions from USPTO patents (1976-2016) Given the reactants C(OC(=O)[NH:7][C:8]1([C:11](=[O:36])[NH:12][CH2:13][C:14]2[CH:19]=[CH:18][C:17]([N:20]3[C:28]4[C:23](=[CH:24][CH:25]=[CH:26][CH:27]=4)[C:22]([Cl:29])=[C:21]3[C:30]3[N:34]=[C:33]([CH3:35])[O:32][N:31]=3)=[CH:16][CH:15]=2)[CH2:10][CH2:9]1)(C)(C)C.Cl.[OH-].[Na+], predict the reaction product. The product is: [Cl:29][C:22]1[C:23]2[C:28](=[CH:27][CH:26]=[CH:25][CH:24]=2)[N:20]([C:17]2[CH:18]=[CH:19][C:14]([CH2:13][NH:12][C:11]([C:8]3([NH2:7])[CH2:10][CH2:9]3)=[O:36])=[CH:15][CH:16]=2)[C:21]=1[C:30]1[N:34]=[C:33]([CH3:35])[O:32][N:31]=1.